This data is from Reaction yield outcomes from USPTO patents with 853,638 reactions. The task is: Predict the reaction yield, written as a fraction of the theoretical maximum amount of product (1.0 means a 100% yield; for example, 0.34 means a 34% yield). (1) The reactants are [Cl:1][C:2]1[CH:7]=[CH:6][CH:5]=[C:4]([Cl:8])[C:3]=1[CH2:9][S:10]([C:13]1[CH:14]=[C:15]2[C:19](=[CH:20][CH:21]=1)[NH:18][C:17](=[O:22])/[C:16]/2=[CH:23]\[C:24]1[NH:28][C:27]([CH3:29])=[C:26]([CH2:30][C:31](O)=[O:32])[C:25]=1[CH3:34])(=[O:12])=[O:11].[CH:35]1([NH:38][CH2:39][C@@H:40]2[CH2:44][CH2:43][CH2:42][NH:41]2)[CH2:37][CH2:36]1.C1C=CC2N(O)N=NC=2C=1.CCN=C=NCCCN(C)C. The catalyst is CN(C=O)C. The product is [CH:35]1([NH:38][CH2:39][C@@H:40]2[CH2:44][CH2:43][CH2:42][N:41]2[C:31](=[O:32])[CH2:30][C:26]2[C:25]([CH3:34])=[C:24](/[CH:23]=[C:16]3\[C:17](=[O:22])[NH:18][C:19]4[C:15]\3=[CH:14][C:13]([S:10]([CH2:9][C:3]3[C:4]([Cl:8])=[CH:5][CH:6]=[CH:7][C:2]=3[Cl:1])(=[O:11])=[O:12])=[CH:21][CH:20]=4)[NH:28][C:27]=2[CH3:29])[CH2:37][CH2:36]1. The yield is 0.760. (2) The reactants are [Cl:1][C:2]1[CH:3]=[C:4]([CH:8]=[CH:9][CH:10]=1)[C:5]([OH:7])=O.Cl.[CH3:12][O:13][C:14](=[O:19])[C@H:15]([CH2:17][OH:18])[NH2:16].C1C=CC2N(O)N=NC=2C=1.CN1CCOCC1.CCN=C=NCCCN(C)C.Cl. The catalyst is CN(C=O)C.C(OCC)(=O)C. The product is [CH3:12][O:13][C:14](=[O:19])[CH:15]([NH:16][C:5](=[O:7])[C:4]1[CH:8]=[CH:9][CH:10]=[C:2]([Cl:1])[CH:3]=1)[CH2:17][OH:18]. The yield is 0.930. (3) The reactants are [F:1][C:2]1[CH:7]=[C:6]([O:8][C:9]2[CH:14]=[CH:13][N:12]=[C:11]([NH:15][C:16]([N:18]3[CH2:23][CH2:22][CH:21]([N:24]4[CH2:29][CH2:28][N:27]([CH3:30])[CH2:26][CH2:25]4)[CH2:20][CH2:19]3)=[O:17])[CH:10]=2)[CH:5]=[CH:4][C:3]=1[NH:31][C:32]([CH2:34][C:35]1([CH2:38][C:39]([NH:41][C:42]2[CH:47]=[CH:46][C:45]([F:48])=[CH:44][CH:43]=2)=[O:40])[CH2:37][CH2:36]1)=[O:33].[C:49]([OH:56])(=[O:55])[CH2:50][CH2:51][C:52]([OH:54])=[O:53]. The catalyst is C(O)C. The product is [C:49]([OH:56])(=[O:55])[CH2:50][CH2:51][C:52]([OH:54])=[O:53].[F:1][C:2]1[CH:7]=[C:6]([O:8][C:9]2[CH:14]=[CH:13][N:12]=[C:11]([NH:15][C:16]([N:18]3[CH2:19][CH2:20][CH:21]([N:24]4[CH2:29][CH2:28][N:27]([CH3:30])[CH2:26][CH2:25]4)[CH2:22][CH2:23]3)=[O:17])[CH:10]=2)[CH:5]=[CH:4][C:3]=1[NH:31][C:32]([CH2:34][C:35]1([CH2:38][C:39]([NH:41][C:42]2[CH:47]=[CH:46][C:45]([F:48])=[CH:44][CH:43]=2)=[O:40])[CH2:37][CH2:36]1)=[O:33]. The yield is 0.320.